From a dataset of Reaction yield outcomes from USPTO patents with 853,638 reactions. Predict the reaction yield, written as a fraction of the theoretical maximum amount of product (1.0 means a 100% yield; for example, 0.34 means a 34% yield). (1) The reactants are C(OC(=O)[NH:7][C:8]1[CH:13]=[CH:12][CH:11]=[C:10]([C:14]2[CH:19]=[CH:18][C:17]([S:20]([N:23]3[CH2:27][CH2:26][CH2:25][CH:24]3[CH2:28][OH:29])(=[O:22])=[O:21])=[CH:16][CH:15]=2)[N:9]=1)(C)(C)C.[ClH:31].CO. No catalyst specified. The product is [ClH:31].[NH2:7][C:8]1[N:9]=[C:10]([C:14]2[CH:15]=[CH:16][C:17]([S:20]([N:23]3[CH2:27][CH2:26][CH2:25][C@@H:24]3[CH2:28][OH:29])(=[O:22])=[O:21])=[CH:18][CH:19]=2)[CH:11]=[CH:12][CH:13]=1. The yield is 0.860. (2) The reactants are [NH2:1][CH2:2][C:3]1[CH:4]=[C:5]([CH:7]=[CH:8][C:9]=1[S:10]([CH2:13][CH3:14])(=[O:12])=[O:11])[NH2:6].[C:15](=O)([O:24]N1C(=O)CCC1=O)[O:16][CH2:17][C:18]1[CH:23]=[CH:22][CH:21]=[CH:20][CH:19]=1. The catalyst is CN(C=O)C.C(Cl)Cl. The product is [NH2:6][C:5]1[CH:7]=[CH:8][C:9]([S:10]([CH2:13][CH3:14])(=[O:12])=[O:11])=[C:3]([CH:4]=1)[CH2:2][NH:1][C:15](=[O:24])[O:16][CH2:17][C:18]1[CH:23]=[CH:22][CH:21]=[CH:20][CH:19]=1. The yield is 0.590. (3) The reactants are [CH3:1][C:2]1[O:6][N:5]=[C:4]([C:7]2[CH:12]=[CH:11][N:10]=[CH:9][CH:8]=2)[C:3]=1[CH2:13][O:14][C:15]1[CH:23]=[CH:22][C:18]([C:19]([OH:21])=O)=[CH:17][N:16]=1.[NH:24]1[CH2:29][CH2:28][S:27][CH2:26][CH2:25]1. No catalyst specified. The product is [CH3:1][C:2]1[O:6][N:5]=[C:4]([C:7]2[CH:8]=[CH:9][N:10]=[CH:11][CH:12]=2)[C:3]=1[CH2:13][O:14][C:15]1[N:16]=[CH:17][C:18]([C:19]([N:24]2[CH2:29][CH2:28][S:27][CH2:26][CH2:25]2)=[O:21])=[CH:22][CH:23]=1. The yield is 0.470. (4) The reactants are Cl[CH2:2][C:3]1[S:4][C:5]2[CH:11]=[CH:10][CH:9]=[CH:8][C:6]=2[N:7]=1.[CH2:12]([O:14][C:15]1[CH:24]=[CH:23][C:18]2[N:19]=[C:20]([SH:22])[S:21][C:17]=2[CH:16]=1)[CH3:13].C(NC(C(C)C)(C(C)C)C)C.O. The catalyst is C1COCC1.CN(C)C1C=CN=CC=1.C(Cl)(Cl)Cl. The product is [S:4]1[C:5]2[CH:11]=[CH:10][CH:9]=[CH:8][C:6]=2[N:7]=[C:3]1[CH2:2][S:22][C:20]1[S:21][C:17]2[CH:16]=[C:15]([O:14][CH2:12][CH3:13])[CH:24]=[CH:23][C:18]=2[N:19]=1. The yield is 0.350.